Dataset: Reaction yield outcomes from USPTO patents with 853,638 reactions. Task: Predict the reaction yield, written as a fraction of the theoretical maximum amount of product (1.0 means a 100% yield; for example, 0.34 means a 34% yield). (1) The reactants are Cl.[C:2]([C:6]1[N:10]([C:11]2[CH:12]=[C:13]3[C:18](=[CH:19][CH:20]=2)[N:17]=[CH:16][CH:15]=[CH:14]3)[N:9]=[C:8]([C:21]([O:23]CC)=[O:22])[CH:7]=1)([CH3:5])([CH3:4])[CH3:3].[Li+].[OH-]. The catalyst is C1COCC1. The product is [C:2]([C:6]1[N:10]([C:11]2[CH:12]=[C:13]3[C:18](=[CH:19][CH:20]=2)[N:17]=[CH:16][CH:15]=[CH:14]3)[N:9]=[C:8]([C:21]([OH:23])=[O:22])[CH:7]=1)([CH3:5])([CH3:3])[CH3:4]. The yield is 0.710. (2) The reactants are Br[C:2]1[CH:3]=[C:4]([C:8]2([C:19]3[CH:24]=[CH:23][C:22]([O:25][CH3:26])=[C:21]([Cl:27])[CH:20]=3)[C:16]3[C:11](=[C:12]([F:17])[CH:13]=[CH:14][CH:15]=3)[C:10]([NH2:18])=[N:9]2)[CH:5]=[CH:6][CH:7]=1.[N:28]1[CH:33]=[C:32](B(O)O)[CH:31]=[N:30][CH:29]=1.C(=O)([O-])[O-].[Cs+].[Cs+].CCOC(C)=O. The catalyst is COCCOC.CCO.O.[Cl-].[Na+].O.C1C=CC(P(C2C=CC=CC=2)[C-]2C=CC=C2)=CC=1.C1C=CC(P(C2C=CC=CC=2)[C-]2C=CC=C2)=CC=1.Cl[Pd]Cl.[Fe+2].O. The product is [Cl:27][C:21]1[CH:20]=[C:19]([C:8]2([C:4]3[CH:5]=[CH:6][CH:7]=[C:2]([C:32]4[CH:33]=[N:28][CH:29]=[N:30][CH:31]=4)[CH:3]=3)[C:16]3[C:11](=[C:12]([F:17])[CH:13]=[CH:14][CH:15]=3)[C:10]([NH2:18])=[N:9]2)[CH:24]=[CH:23][C:22]=1[O:25][CH3:26]. The yield is 0.370. (3) The reactants are I[C:2]1[CH:28]=[CH:27][C:5]2[N:6]([CH2:9][C:10]3[CH:26]=[CH:25][C:13]4[N:14]=[C:15]([NH:17][C@@H:18]5[CH2:23][CH2:22][CH2:21][CH2:20][C@H:19]5[OH:24])[S:16][C:12]=4[CH:11]=3)[CH:7]=[N:8][C:4]=2[CH:3]=1.[NH:29]1[CH:33]=[CH:32][N:31]=[CH:30]1.C(=O)([O-])[O-].[K+].[K+].CN(C)[C@@H]1CCCC[C@H]1N. The catalyst is [Cu]I.CN(C=O)C. The product is [N:29]1([C:2]2[CH:28]=[CH:27][C:5]3[N:6]([CH2:9][C:10]4[CH:26]=[CH:25][C:13]5[N:14]=[C:15]([NH:17][C@@H:18]6[CH2:23][CH2:22][CH2:21][CH2:20][C@H:19]6[OH:24])[S:16][C:12]=5[CH:11]=4)[CH:7]=[N:8][C:4]=3[CH:3]=2)[CH:33]=[CH:32][N:31]=[CH:30]1. The yield is 0.350.